Dataset: Reaction yield outcomes from USPTO patents with 853,638 reactions. Task: Predict the reaction yield, written as a fraction of the theoretical maximum amount of product (1.0 means a 100% yield; for example, 0.34 means a 34% yield). (1) The reactants are [Cl:1][C:2]1[CH:7]=[CH:6][C:5]([C:8]2[NH:17][C:11]3=[N:12][CH:13]=[CH:14][C:15]([CH3:16])=[C:10]3[N:9]=2)=[CH:4][CH:3]=1.[O-:18][Mn](=O)(=O)=O.[K+].C[C:25]([OH:28])(C)C. The catalyst is O. The product is [Cl:1][C:2]1[CH:3]=[CH:4][C:5]([C:8]2[NH:17][C:11]3=[N:12][CH:13]=[CH:14][C:15]([C:16]([O:28][CH3:25])=[O:18])=[C:10]3[N:9]=2)=[CH:6][CH:7]=1. The yield is 0.230. (2) The reactants are [N:1]([CH:4]([C:32]1[CH:37]=[CH:36][CH:35]=[CH:34][CH:33]=1)[C:5]1[CH:6]=[C:7]([CH:29]=[CH:30][CH:31]=1)[O:8][CH2:9][C:10]1[CH:28]=[CH:27][C:13]([C:14]([NH:16][CH2:17][CH2:18][CH2:19][CH:20]([O:24][CH2:25][CH3:26])[O:21][CH2:22][CH3:23])=[O:15])=[CH:12][CH:11]=1)=[N+]=[N-].C1(P(C2C=CC=CC=2)C2C=CC=CC=2)C=CC=CC=1.O. The catalyst is O1CCCC1. The product is [NH2:1][CH:4]([C:32]1[CH:33]=[CH:34][CH:35]=[CH:36][CH:37]=1)[C:5]1[CH:6]=[C:7]([CH:29]=[CH:30][CH:31]=1)[O:8][CH2:9][C:10]1[CH:28]=[CH:27][C:13]([C:14]([NH:16][CH2:17][CH2:18][CH2:19][CH:20]([O:24][CH2:25][CH3:26])[O:21][CH2:22][CH3:23])=[O:15])=[CH:12][CH:11]=1. The yield is 0.830. (3) The reactants are Br[C:2]1[CH:7]=[CH:6][C:5]([N:8]2[CH:12]([C:13]3[CH:18]=[CH:17][C:16]([C@:19]4([C:35](=[O:37])[NH2:36])[CH2:23][CH2:22][CH2:21][N:20]4[C:24](=[O:34])[C@@H:25]([NH:29][C:30](=[O:33])[O:31][CH3:32])[CH:26]([CH3:28])[CH3:27])=[CH:15][CH:14]=3)[CH2:11][CH2:10][CH:9]2[C:38]2[CH:43]=[CH:42][C:41]([C@:44]3([C:60](=[O:62])[NH2:61])[CH2:48][CH2:47][CH2:46][N:45]3[C:49](=[O:59])[C@@H:50]([NH:54][C:55](=[O:58])[O:56][CH3:57])[CH:51]([CH3:53])[CH3:52])=[CH:40][CH:39]=2)=[CH:4][CH:3]=1.[C:63]1(B(O)O)[CH:68]=[CH:67][CH:66]=[CH:65][CH:64]=1.P([O-])([O-])([O-])=O.[K+].[K+].[K+]. The catalyst is C1COCC1.O.[Pd](Cl)Cl.C(P(C(C)(C)C)[C-]1C=CC=C1)(C)(C)C.[C-]1(P(C(C)(C)C)C(C)(C)C)C=CC=C1.[Fe+2]. The product is [C:2]1([C:63]2[CH:68]=[CH:67][CH:66]=[CH:65][CH:64]=2)[CH:7]=[CH:6][C:5]([N:8]2[C@@H:12]([C:13]3[CH:18]=[CH:17][C:16]([C@:19]4([C:35](=[O:37])[NH2:36])[CH2:23][CH2:22][CH2:21][N:20]4[C:24](=[O:34])[C@@H:25]([NH:29][C:30](=[O:33])[O:31][CH3:32])[CH:26]([CH3:28])[CH3:27])=[CH:15][CH:14]=3)[CH2:11][CH2:10][C@@H:9]2[C:38]2[CH:43]=[CH:42][C:41]([C@:44]3([C:60](=[O:62])[NH2:61])[CH2:48][CH2:47][CH2:46][N:45]3[C:49](=[O:59])[C@@H:50]([NH:54][C:55](=[O:58])[O:56][CH3:57])[CH:51]([CH3:53])[CH3:52])=[CH:40][CH:39]=2)=[CH:4][CH:3]=1. The yield is 0.750. (4) The reactants are [C:1]([C:4]1[CH:5]=[C:6]2[C:11](=[O:12])[O:10][C:8](=O)[C:7]2=[CH:13][CH:14]=1)([OH:3])=[O:2].[NH2:15][CH2:16][CH2:17][CH2:18][CH2:19][CH2:20][C:21]([OH:23])=[O:22]. No catalyst specified. The product is [C:1]([C:4]1[CH:5]=[C:6]2[C:11](=[O:12])[N:15]([CH2:16][CH2:17][CH2:18][CH2:19][CH2:20][C:21]([OH:23])=[O:22])[C:8](=[O:10])[C:7]2=[CH:13][CH:14]=1)([OH:3])=[O:2]. The yield is 0.850. (5) The reactants are [Br:1][C:2]1[N:7]=[C:6]([N:8]2[CH2:14][CH:13]([OH:15])[CH2:12][NH:11][CH2:10][CH2:9]2)[CH:5]=[CH:4][CH:3]=1.[CH3:16][C:17]([O:20][C:21](O[C:21]([O:20][C:17]([CH3:19])([CH3:18])[CH3:16])=[O:22])=[O:22])([CH3:19])[CH3:18].CCN(CC)CC. The catalyst is C(Cl)Cl. The product is [Br:1][C:2]1[N:7]=[C:6]([N:8]2[CH2:14][CH:13]([OH:15])[CH2:12][N:11]([C:21]([O:20][C:17]([CH3:19])([CH3:18])[CH3:16])=[O:22])[CH2:10][CH2:9]2)[CH:5]=[CH:4][CH:3]=1. The yield is 0.910. (6) The reactants are [OH:1][C:2]1[CH:3]=[C:4]([CH:9]=[C:10]([O:13][CH3:14])[C:11]=1[OH:12])[C:5]([O:7][CH3:8])=[O:6].[C:15]([O-])([O-])=O.[K+].[K+]. The catalyst is CC(C)=O. The product is [CH3:14][O:13][C:10]1[C:11]2[O:12][CH2:15][O:1][C:2]=2[CH:3]=[C:4]([C:5]([O:7][CH3:8])=[O:6])[CH:9]=1. The yield is 0.800.